Dataset: Catalyst prediction with 721,799 reactions and 888 catalyst types from USPTO. Task: Predict which catalyst facilitates the given reaction. (1) Product: [O:1]=[C:2]1[O:8][C@H:7]([C@H:9]([CH2:11][OH:12])[OH:10])[C:5]([O-:6])=[C:3]1[OH:4].[Na+:17]. The catalyst class is: 6. Reactant: [O:1]=[C:2]1[O:8][C@H:7]([C@H:9]([CH2:11][OH:12])[OH:10])[C:5]([OH:6])=[C:3]1[OH:4].C([O-])(O)=O.[Na+:17]. (2) Reactant: [NH2:1][C@@H:2]([CH2:11][CH2:12][CH3:13])[CH:3]([OH:10])[C:4]([NH:6][CH:7]1[CH2:9][CH2:8]1)=[O:5].CCN=C=NCCCN(C)C.ON1C(=O)CCC1=O.[CH:33]1([C@H:39]([NH:61][C:62]([C:64]2[CH:69]=[N:68][CH:67]=[CH:66][N:65]=2)=[O:63])[C:40]([NH:42][C@@H:43]([C:57]([CH3:60])([CH3:59])[CH3:58])[C:44]([N:46]2[CH2:50][C@@H:49]3[CH2:51][CH2:52][CH2:53][C@@H:48]3[C@H:47]2[C:54](O)=[O:55])=[O:45])=[O:41])[CH2:38][CH2:37][CH2:36][CH2:35][CH2:34]1.C(NC(C)C)(C)C.O.ON1C2C=CC=CC=2N=N1.Cl.N[C@@H](CCC)C(O)C(NC1CC1)=O. Product: [CH:33]1([C@H:39]([NH:61][C:62]([C:64]2[CH:69]=[N:68][CH:67]=[CH:66][N:65]=2)=[O:63])[C:40]([NH:42][C@@H:43]([C:57]([CH3:60])([CH3:59])[CH3:58])[C:44]([N:46]2[CH2:50][C@@H:49]3[CH2:51][CH2:52][CH2:53][C@@H:48]3[C@H:47]2[C:54]([NH:1][C@@H:2]([CH2:11][CH2:12][CH3:13])[CH:3]([OH:10])[C:4]([NH:6][CH:7]2[CH2:8][CH2:9]2)=[O:5])=[O:55])=[O:45])=[O:41])[CH2:34][CH2:35][CH2:36][CH2:37][CH2:38]1. The catalyst class is: 39.